This data is from Catalyst prediction with 721,799 reactions and 888 catalyst types from USPTO. The task is: Predict which catalyst facilitates the given reaction. (1) Reactant: [CH3:1][C:2]1[N:3]=[CH:4][C:5]([C:8]([O:10][C:11]([CH3:14])([CH3:13])[CH3:12])=[O:9])=[N:6][CH:7]=1.[CH3:15][N:16]([CH3:19])[CH:17]=O.COC(OC)N(C)C. Product: [CH3:15][N:16]([CH3:19])/[CH:17]=[CH:1]/[C:2]1[N:3]=[CH:4][C:5]([C:8]([O:10][C:11]([CH3:14])([CH3:13])[CH3:12])=[O:9])=[N:6][CH:7]=1. The catalyst class is: 13. (2) Reactant: [CH2:1]1[C:9]2[C:4](=[CH:5][CH:6]=[CH:7][CH:8]=2)[CH2:3][CH:2]1[C@H:10]1[NH:15][C:14](=[O:16])[C@@H:13]([CH:17]([CH2:20][CH3:21])[CH2:18][CH3:19])[N:12]([CH2:22][C:23]2[CH:28]=[CH:27][C:26]([S:29]([CH3:32])(=[O:31])=[O:30])=[CH:25][C:24]=2[CH2:33][OH:34])[C:11]1=[O:35].CC(OI1(OC(C)=O)(OC(C)=O)OC(=O)C2C=CC=CC1=2)=O. Product: [CH2:1]1[C:9]2[C:4](=[CH:5][CH:6]=[CH:7][CH:8]=2)[CH2:3][CH:2]1[C@H:10]1[NH:15][C:14](=[O:16])[C@@H:13]([CH:17]([CH2:18][CH3:19])[CH2:20][CH3:21])[N:12]([CH2:22][C:23]2[CH:28]=[CH:27][C:26]([S:29]([CH3:32])(=[O:30])=[O:31])=[CH:25][C:24]=2[CH:33]=[O:34])[C:11]1=[O:35]. The catalyst class is: 4. (3) Reactant: [F:1][C:2]([F:20])([F:19])[C:3]1[CH:8]=[CH:7][C:6]([C@H:9]2[CH2:14][C@@H:13]([C:15]([O:17][CH3:18])=[O:16])[CH2:12][CH2:11][NH:10]2)=[CH:5][CH:4]=1.[F:21][C:22]([F:36])([F:35])[C:23]1[CH:30]=[CH:29][C:28]([C:31]([F:34])([F:33])[F:32])=[CH:27][C:24]=1[CH2:25]Br.[Na+].[I-].C([O-])([O-])=O.[K+].[K+]. Product: [F:21][C:22]([F:35])([F:36])[C:23]1[CH:30]=[CH:29][C:28]([C:31]([F:34])([F:32])[F:33])=[CH:27][C:24]=1[CH2:25][N:10]1[CH2:11][CH2:12][C@H:13]([C:15]([O:17][CH3:18])=[O:16])[CH2:14][C@@H:9]1[C:6]1[CH:5]=[CH:4][C:3]([C:2]([F:19])([F:1])[F:20])=[CH:8][CH:7]=1. The catalyst class is: 173. (4) Reactant: [CH3:1][O:2][C:3]1[CH:8]=[C:7]([O:9][CH3:10])[N:6]=[C:5]([C:11]([OH:13])=O)[N:4]=1.S(Cl)([Cl:16])=O. Product: [CH3:1][O:2][C:3]1[CH:8]=[C:7]([O:9][CH3:10])[N:6]=[C:5]([C:11]([Cl:16])=[O:13])[N:4]=1. The catalyst class is: 885.